Dataset: Reaction yield outcomes from USPTO patents with 853,638 reactions. Task: Predict the reaction yield, written as a fraction of the theoretical maximum amount of product (1.0 means a 100% yield; for example, 0.34 means a 34% yield). (1) The reactants are C([C@@H]1COC(=O)N1[C:14](=[O:79])[C@@H:15]([CH3:78])[CH2:16][C@H:17]([CH3:77])[C@@H:18]([O:67][CH2:68][C:69]1[CH:74]=[CH:73][C:72]([O:75][CH3:76])=[CH:71][CH:70]=1)[C@@H:19]([CH3:66])[CH:20]=[CH:21][C@@H:22]([O:58][Si:59]([C:62]([CH3:65])([CH3:64])[CH3:63])([CH3:61])[CH3:60])[CH2:23][C@H:24]([O:50][Si:51]([C:54]([CH3:57])([CH3:56])[CH3:55])([CH3:53])[CH3:52])[C@H:25]([CH3:49])[CH:26]=[CH:27][CH2:28][O:29][C:30]([C:43]1[CH:48]=[CH:47][CH:46]=[CH:45][CH:44]=1)([C:37]1[CH:42]=[CH:41][CH:40]=[CH:39][CH:38]=1)[C:31]1[CH:36]=[CH:35][CH:34]=[CH:33][CH:32]=1)C1C=CC=CC=1.CO.[Li+].[BH4-].C(C(C(C([O-])=O)O)O)([O-])=O.[K+].[Na+]. The catalyst is C1COCC1. The product is [C:62]([Si:59]([CH3:60])([CH3:61])[O:58][C@@H:22]([CH2:23][C@H:24]([O:50][Si:51]([C:54]([CH3:55])([CH3:56])[CH3:57])([CH3:52])[CH3:53])[C@H:25]([CH3:49])[CH:26]=[CH:27][CH2:28][O:29][C:30]([C:31]1[CH:32]=[CH:33][CH:34]=[CH:35][CH:36]=1)([C:43]1[CH:48]=[CH:47][CH:46]=[CH:45][CH:44]=1)[C:37]1[CH:42]=[CH:41][CH:40]=[CH:39][CH:38]=1)[CH:21]=[CH:20][C@H:19]([CH3:66])[C@H:18]([O:67][CH2:68][C:69]1[CH:70]=[CH:71][C:72]([O:75][CH3:76])=[CH:73][CH:74]=1)[C@@H:17]([CH3:77])[CH2:16][C@H:15]([CH3:78])[CH2:14][OH:79])([CH3:64])([CH3:65])[CH3:63]. The yield is 0.870. (2) The reactants are [Cl:1][C:2]1[CH:3]=[CH:4][C:5]([O:24][CH3:25])=[C:6]([C:8](=[N:21][C:22]#[N:23])/[N:9]=[C:10]2\[S:11][CH:12]=[C:13]([CH3:20])[N:14]\2[CH2:15][CH:16]2[CH2:19][CH2:18][CH2:17]2)[CH:7]=1.C([N-]C(C)C)(C)C.[Li+].[CH3:34][C:35]([CH3:37])=[O:36].[Cl-].[NH4+]. The catalyst is O1CCCC1.O. The product is [Cl:1][C:2]1[CH:3]=[CH:4][C:5]([O:24][CH3:25])=[C:6]([C:8](=[N:21][C:22]#[N:23])/[N:9]=[C:10]2\[S:11][C:12]([C:35]([OH:36])([CH3:37])[CH3:34])=[C:13]([CH3:20])[N:14]\2[CH2:15][CH:16]2[CH2:19][CH2:18][CH2:17]2)[CH:7]=1. The yield is 0.860. (3) The catalyst is C(Cl)Cl. The yield is 0.570. The product is [CH:13]([N:16]1[C:20]2[N:21]=[C:22]([C:31]3[CH:32]=[CH:33][C:34]([NH:37][C:5]([NH:38][C:39]4[CH:44]=[CH:43][N:42]=[CH:41][CH:40]=4)=[O:11])=[CH:35][CH:36]=3)[N:23]=[C:24]([N:25]3[CH2:30][CH2:29][O:28][CH2:27][CH2:26]3)[C:19]=2[N:18]=[N:17]1)([CH3:15])[CH3:14]. The reactants are ClC(Cl)(O[C:5](=[O:11])OC(Cl)(Cl)Cl)Cl.[CH:13]([N:16]1[C:20]2[N:21]=[C:22]([C:31]3[CH:36]=[CH:35][C:34]([NH2:37])=[CH:33][CH:32]=3)[N:23]=[C:24]([N:25]3[CH2:30][CH2:29][O:28][CH2:27][CH2:26]3)[C:19]=2[N:18]=[N:17]1)([CH3:15])[CH3:14].[NH2:38][C:39]1[CH:44]=[CH:43][N:42]=[CH:41][CH:40]=1.CCN(CC)CC. (4) The reactants are [C:1]([C:5]1[CH:6]=[C:7]([C:16]2[O:17][CH:18]=[C:19]([CH2:21][CH2:22][O:23]S(C3C=CC(C)=CC=3)(=O)=O)[N:20]=2)[CH:8]=[C:9]([C:12]([CH3:15])([CH3:14])[CH3:13])[C:10]=1[OH:11])([CH3:4])([CH3:3])[CH3:2].[CH2:34]([O:36][C:37](=[O:49])[C:38]([O:41][C:42]1[CH:47]=[CH:46][C:45](O)=[CH:44][CH:43]=1)([CH3:40])[CH3:39])[CH3:35]. No catalyst specified. The product is [CH2:34]([O:36][C:37](=[O:49])[C:38]([O:41][C:42]1[CH:47]=[CH:46][C:45]([O:23][CH2:22][CH2:21][C:19]2[N:20]=[C:16]([C:7]3[CH:6]=[C:5]([C:1]([CH3:4])([CH3:2])[CH3:3])[C:10]([OH:11])=[C:9]([C:12]([CH3:14])([CH3:15])[CH3:13])[CH:8]=3)[O:17][CH:18]=2)=[CH:44][CH:43]=1)([CH3:40])[CH3:39])[CH3:35]. The yield is 0.700. (5) The reactants are [CH3:1][N:2]([CH:28]1[C:37]2[N:36]=[CH:35][CH:34]=[CH:33][C:32]=2[CH2:31][CH2:30][CH2:29]1)[CH2:3][C:4]([NH:6][C:7]1[CH:12]=[CH:11][CH:10]=[CH:9][C:8]=1[NH:13][C@H:14]1[CH2:19][CH2:18][C@H:17]([NH:20][C:21](=[O:27])[O:22][C:23]([CH3:26])([CH3:25])[CH3:24])[CH2:16][CH2:15]1)=O. The catalyst is C(O)(=O)C. The product is [CH3:1][N:2]([CH2:3][C:4]1[N:13]([C@H:14]2[CH2:19][CH2:18][C@H:17]([NH:20][C:21](=[O:27])[O:22][C:23]([CH3:26])([CH3:25])[CH3:24])[CH2:16][CH2:15]2)[C:8]2[CH:9]=[CH:10][CH:11]=[CH:12][C:7]=2[N:6]=1)[CH:28]1[C:37]2[N:36]=[CH:35][CH:34]=[CH:33][C:32]=2[CH2:31][CH2:30][CH2:29]1. The yield is 0.420. (6) The reactants are [C:1]([O:5][C:6]([NH:8][CH2:9][C:10]1[CH:15]=[CH:14][C:13]([NH:16][C:17](=[O:27])[CH2:18][CH2:19][CH2:20][CH2:21][CH2:22][CH2:23][C:24]([O-:26])=[O:25])=[CH:12][CH:11]=1)=[O:7])([CH3:4])([CH3:3])[CH3:2].[OH-].[Na+]. The catalyst is CO. The product is [C:1]([O:5][C:6]([NH:8][CH2:9][C:10]1[CH:11]=[CH:12][C:13]([NH:16][C:17](=[O:27])[CH2:18][CH2:19][CH2:20][CH2:21][CH2:22][CH2:23][C:24]([OH:26])=[O:25])=[CH:14][CH:15]=1)=[O:7])([CH3:4])([CH3:2])[CH3:3]. The yield is 0.770.